Dataset: Forward reaction prediction with 1.9M reactions from USPTO patents (1976-2016). Task: Predict the product of the given reaction. (1) Given the reactants [NH2:1][CH2:2][C:3]1[CH:8]=[CH:7][C:6]([NH:9][C:10]([CH:12]2[CH2:17][CH2:16][N:15]([CH2:18][C:19]3[CH:24]=[CH:23][CH:22]=[CH:21][CH:20]=3)[CH2:14][CH2:13]2)=[O:11])=[CH:5][CH:4]=1.[Cl:25][C:26]1[N:35]=[C:34](Cl)[C:33]2[C:28](=[CH:29][CH:30]=[C:31]([CH3:37])[CH:32]=2)[N:27]=1, predict the reaction product. The product is: [CH2:18]([N:15]1[CH2:14][CH2:13][CH:12]([C:10]([NH:9][C:6]2[CH:7]=[CH:8][C:3]([CH2:2][NH:1][C:34]3[C:33]4[C:28](=[CH:29][CH:30]=[C:31]([CH3:37])[CH:32]=4)[N:27]=[C:26]([Cl:25])[N:35]=3)=[CH:4][CH:5]=2)=[O:11])[CH2:17][CH2:16]1)[C:19]1[CH:20]=[CH:21][CH:22]=[CH:23][CH:24]=1. (2) Given the reactants [CH2:1]([N:3]([C:6]1[CH:11]=[CH:10][C:9](I)=[CH:8][CH:7]=1)[CH2:4][CH3:5])[CH3:2].C(N(C(C)C)CC)(C)C.[CH3:22][Si:23]([C:26]#[CH:27])([CH3:25])[CH3:24], predict the reaction product. The product is: [CH2:1]([N:3]([C:6]1[CH:11]=[CH:10][C:9]([C:27]#[C:26][Si:23]([CH3:25])([CH3:24])[CH3:22])=[CH:8][CH:7]=1)[CH2:4][CH3:5])[CH3:2]. (3) Given the reactants [BH4-].[Na+].[CH:3]1([C:6]2[C:7]([F:15])=[C:8]([C:11]([F:14])=[CH:12][CH:13]=2)[CH:9]=[O:10])[CH2:5][CH2:4]1.CO.S(=O)(=O)(O)O, predict the reaction product. The product is: [CH:3]1([C:6]2[C:7]([F:15])=[C:8]([CH2:9][OH:10])[C:11]([F:14])=[CH:12][CH:13]=2)[CH2:4][CH2:5]1. (4) Given the reactants [H-].[Na+].C(=N/[OH:11])\C1C=CC=CC=1.[Cl:12][C:13]1[CH:18]=[CH:17][C:16]([C:19]2([C:32](OCC)=[O:33])[CH2:24][CH2:23][N:22]([C:25]([O:27][C:28]([CH3:31])([CH3:30])[CH3:29])=[O:26])[CH2:21][CH2:20]2)=[C:15]([C:37]#[C:38][C:39](OCC)=[O:40])[CH:14]=1.Cl.[CH3:45][O:46][C:47](=[O:50])[CH2:48][NH2:49].CCN(C(C)C)C(C)C, predict the reaction product. The product is: [Cl:12][C:13]1[CH:14]=[C:15]2[C:16](=[CH:17][CH:18]=1)[C:19]1([CH2:20][CH2:21][N:22]([C:25]([O:27][C:28]([CH3:31])([CH3:30])[CH3:29])=[O:26])[CH2:23][CH2:24]1)[C:32](=[O:33])[C:38]([C:39]([NH:49][CH2:48][C:47]([O:46][CH3:45])=[O:50])=[O:40])=[C:37]2[OH:11]. (5) Given the reactants [Cl:1][C:2]1[N:7]=[C:6]2[NH:8][CH:9]=[CH:10][C:5]2=[CH:4][C:3]=1[F:11].[C:12](=O)([O-])[O-].[K+].[K+].CI, predict the reaction product. The product is: [Cl:1][C:2]1[N:7]=[C:6]2[N:8]([CH3:12])[CH:9]=[CH:10][C:5]2=[CH:4][C:3]=1[F:11].